Dataset: Forward reaction prediction with 1.9M reactions from USPTO patents (1976-2016). Task: Predict the product of the given reaction. Given the reactants [C:1]([O:4][C:5]1[C:6](I)=[N:7][C:8]([Br:11])=[CH:9][CH:10]=1)(=[O:3])[CH3:2].[C:13]([C:15]1[CH:20]=[CH:19][C:18]([F:21])=[CH:17][CH:16]=1)#[CH:14].N#N, predict the reaction product. The product is: [C:1]([O:4][C:5]1[C:6]([C:14]#[C:13][C:15]2[CH:20]=[CH:19][C:18]([F:21])=[CH:17][CH:16]=2)=[N:7][C:8]([Br:11])=[CH:9][CH:10]=1)(=[O:3])[CH3:2].